From a dataset of Forward reaction prediction with 1.9M reactions from USPTO patents (1976-2016). Predict the product of the given reaction. Given the reactants [CH3:1][O:2][C:3]1[N:8]=[CH:7][C:6]([CH:9](O)[CH:10]([N+:12]([O-])=O)[CH3:11])=[CH:5][CH:4]=1.[H][H].C[OH:19], predict the reaction product. The product is: [NH2:12][C:10]([OH:19])([CH3:11])[CH2:9][C:6]1[CH:7]=[N:8][C:3]([O:2][CH3:1])=[CH:4][CH:5]=1.